From a dataset of Experimental lipophilicity measurements (octanol/water distribution) for 4,200 compounds from AstraZeneca. Regression/Classification. Given a drug SMILES string, predict its absorption, distribution, metabolism, or excretion properties. Task type varies by dataset: regression for continuous measurements (e.g., permeability, clearance, half-life) or binary classification for categorical outcomes (e.g., BBB penetration, CYP inhibition). For this dataset (lipophilicity_astrazeneca), we predict Y. (1) The molecule is COc1ccc(-c2nc3c(NCCCNC(=O)c4ccccc4)c(Br)cnc3[nH]2)cc1. The Y is 0.250 logD. (2) The drug is CS(=O)(=O)c1cccc(Nc2nccc(Nc3c(Cl)ccc4ccoc34)n2)c1. The Y is 3.70 logD. (3) The drug is Cc1cn([C@H]2CCCN(S(=O)(=O)c3ccc(O)c(Oc4cccc(C(F)(F)F)c4)c3)C2)c(=O)[nH]c1=O. The Y is 2.27 logD. (4) The molecule is C[C@H]1CN(c2nc(N3CCOC[C@@H]3C)c3ccc(-c4ccccc4)nc3n2)C[C@@H](C)O1. The Y is 3.75 logD.